From a dataset of Reaction yield outcomes from USPTO patents with 853,638 reactions. Predict the reaction yield, written as a fraction of the theoretical maximum amount of product (1.0 means a 100% yield; for example, 0.34 means a 34% yield). (1) The reactants are [Br:1][C:2]1[CH:3]=[N:4][C:5]([NH2:8])=[N:6][CH:7]=1.N1C(C)=CC=CC=1C.[C:17](Cl)(=[O:19])[CH3:18]. The catalyst is C(Cl)Cl. The product is [Br:1][C:2]1[CH:3]=[N:4][C:5]([NH:8][C:17](=[O:19])[CH3:18])=[N:6][CH:7]=1. The yield is 0.700. (2) The reactants are [Si:1]([O:8][C:9]1[CH:10]=[C:11]([CH:14]=[CH:15][C:16]=1[O:17][CH3:18])[CH:12]=O)([C:4]([CH3:7])([CH3:6])[CH3:5])([CH3:3])[CH3:2].Cl.[NH2:20][C:21]([CH3:28])([CH3:27])[C:22]([O:24][CH2:25][CH3:26])=[O:23]. No catalyst specified. The product is [Si:1]([O:8][C:9]1[CH:10]=[C:11]([CH:14]=[CH:15][C:16]=1[O:17][CH3:18])[CH2:12][NH:20][C:21]([CH3:28])([CH3:27])[C:22]([O:24][CH2:25][CH3:26])=[O:23])([C:4]([CH3:7])([CH3:6])[CH3:5])([CH3:3])[CH3:2]. The yield is 0.940. (3) The reactants are [CH:1]([C:3]1[CH:18]=[CH:17][C:6]([O:7][C:8]2[N:9]=[CH:10][C:11]([C:14]([NH2:16])=[O:15])=[N:12][CH:13]=2)=[C:5]([O:19][CH3:20])[CH:4]=1)=O.[CH3:21][C:22]([CH3:28])([CH3:27])[CH2:23][CH2:24][CH2:25][NH2:26].[BH4-].[Na+]. The catalyst is CO. The product is [CH3:21][C:22]([CH3:28])([CH3:27])[CH2:23][CH2:24][CH2:25][NH:26][CH2:1][C:3]1[CH:18]=[CH:17][C:6]([O:7][C:8]2[N:9]=[CH:10][C:11]([C:14]([NH2:16])=[O:15])=[N:12][CH:13]=2)=[C:5]([O:19][CH3:20])[CH:4]=1. The yield is 0.373. (4) The reactants are [NH2:1][CH2:2][CH2:3][CH2:4][CH2:5][CH2:6][CH2:7][N:8]1[CH:12]([CH:13]([C:32]2[CH:37]=[CH:36][CH:35]=[CH:34][CH:33]=2)[O:14][CH:15]([C:24]2[CH:29]=[CH:28][C:27]([O:30][CH3:31])=[CH:26][CH:25]=2)[C:16]2[CH:21]=[CH:20][C:19]([O:22][CH3:23])=[CH:18][CH:17]=2)[CH2:11][CH:10]([OH:38])[CH2:9]1.C(N([CH2:44][CH3:45])CC)C.[CH3:46][C@@H:47]([C@@H:54]1[C@@:58]2([CH3:76])[CH2:59][CH2:60][CH:61]3[C@@:66]4([CH3:75])[CH2:67][CH2:68][CH:69]([O:71][C:72](Cl)=[O:73])[CH2:70][C:65]4=[CH:64][CH2:63][CH:62]3[CH:57]2[CH2:56][CH2:55]1)CCCC(C)C.CO.C(Cl)(Cl)Cl. The catalyst is ClCCl. The product is [CH3:75][C:66]12[CH2:67][CH2:68][CH:69]([O:71][C:72](=[O:73])[NH:1][CH2:2][CH2:3][CH2:4][CH2:5][CH2:6][CH2:7][N:8]3[CH2:9][CH:10]([OH:38])[CH2:11][CH:12]3[CH:13]([C:32]3[CH:33]=[CH:34][CH:35]=[CH:36][CH:37]=3)[O:14][CH:15]([C:16]3[CH:21]=[CH:20][C:19]([O:22][CH3:23])=[CH:18][CH:17]=3)[C:24]3[CH:29]=[CH:28][C:27]([O:30][CH3:31])=[CH:26][CH:25]=3)[CH2:70][C:65]1=[CH:64][CH2:63][CH:62]1[CH:61]2[CH2:60][CH2:59][C:58]2([CH3:76])[CH:57]1[CH2:56][CH2:55][CH:54]2[CH2:47][CH2:46][CH2:2][CH2:3][CH2:4][CH2:5][CH2:44][CH3:45]. The yield is 0.370. (5) The reactants are [F:1][C:2]1[CH:3]=[C:4]([NH:18][C:19]([C:21]2[C:26]([F:27])=[CH:25][CH:24]=[C:23]([F:28])[C:22]=2[F:29])=O)[CH:5]=[CH:6][C:7]=1[C:8]1[N:12]([CH3:13])[N:11]=[C:10]([C:14]([F:17])([F:16])[F:15])[CH:9]=1.Cl.C(OCC)(=O)C. The catalyst is C1COCC1. The product is [F:1][C:2]1[CH:3]=[C:4]([CH:5]=[CH:6][C:7]=1[C:8]1[N:12]([CH3:13])[N:11]=[C:10]([C:14]([F:15])([F:17])[F:16])[CH:9]=1)[NH:18][CH2:19][C:21]1[C:26]([F:27])=[CH:25][CH:24]=[C:23]([F:28])[C:22]=1[F:29]. The yield is 0.729. (6) The reactants are [C:1]([C:5]1[CH:10]=[CH:9][C:8]([N+:11]([O-:13])=[O:12])=[CH:7][CH:6]=1)([CH3:4])([CH3:3])[CH3:2].[Br:14]Br.S([O-])(O)=O.[Na+]. The catalyst is S(=O)(=O)(O)O.S([O-])([O-])(=O)=O.[Ag+2]. The product is [Br:14][C:10]1[CH:9]=[C:8]([N+:11]([O-:13])=[O:12])[CH:7]=[CH:6][C:5]=1[C:1]([CH3:4])([CH3:2])[CH3:3]. The yield is 0.980.